From a dataset of Peptide-MHC class II binding affinity with 134,281 pairs from IEDB. Regression. Given a peptide amino acid sequence and an MHC pseudo amino acid sequence, predict their binding affinity value. This is MHC class II binding data. (1) The peptide sequence is VVAVDIKEKGKDKWI. The MHC is DRB1_1302 with pseudo-sequence DRB1_1302. The binding affinity (normalized) is 0.0790. (2) The peptide sequence is AAAFAGTTVYGAFAA. The MHC is HLA-DPA10103-DPB10601 with pseudo-sequence HLA-DPA10103-DPB10601. The binding affinity (normalized) is 0.298. (3) The peptide sequence is EAGKATTEEQKLIED. The MHC is HLA-DPA10201-DPB10101 with pseudo-sequence HLA-DPA10201-DPB10101. The binding affinity (normalized) is 0.148. (4) The peptide sequence is VKLSALTLKGTSYKI. The MHC is DRB1_0901 with pseudo-sequence DRB1_0901. The binding affinity (normalized) is 0.297. (5) The peptide sequence is LEAKATFYGSNPRGA. The MHC is HLA-DPA10201-DPB10101 with pseudo-sequence HLA-DPA10201-DPB10101. The binding affinity (normalized) is 0.0668.